Dataset: Full USPTO retrosynthesis dataset with 1.9M reactions from patents (1976-2016). Task: Predict the reactants needed to synthesize the given product. (1) Given the product [C:1]([O:5][C:6](=[O:7])[NH:8][C:9]1([C:15](=[O:17])[NH:23][C:22]2[CH:24]=[CH:25][C:19]([Br:18])=[CH:20][C:21]=2[F:26])[CH2:10][CH2:11][S:12][CH2:13][CH2:14]1)([CH3:2])([CH3:3])[CH3:4], predict the reactants needed to synthesize it. The reactants are: [C:1]([O:5][C:6]([NH:8][C:9]1([C:15]([OH:17])=O)[CH2:14][CH2:13][S:12][CH2:11][CH2:10]1)=[O:7])([CH3:4])([CH3:3])[CH3:2].[Br:18][C:19]1[CH:25]=[CH:24][C:22]([NH2:23])=[C:21]([F:26])[CH:20]=1.CCOC1N(C(OCC)=O)C2C(=CC=CC=2)C=C1.C(N(CC)CC)C. (2) Given the product [CH2:17]([N:16]1[C:15](=[O:20])[NH:14][N:13]=[C:12]1[CH2:11][S:10][C:7]1[CH:6]=[CH:5][C:4]([NH2:1])=[CH:9][CH:8]=1)[CH2:18][CH3:19], predict the reactants needed to synthesize it. The reactants are: [N+:1]([C:4]1[CH:9]=[CH:8][C:7]([S:10][CH2:11][C:12]2[N:16]([CH2:17][CH2:18][CH3:19])[C:15](=[O:20])[NH:14][N:13]=2)=[CH:6][CH:5]=1)([O-])=O.[Cl-].[Ca+2].[Cl-]. (3) The reactants are: [CH:1]([CH:4]1[C:9](=[O:10])[NH:8][C:7]2[CH:11]=[CH:12][CH:13]=[CH:14][C:6]=2[S:5]1)([CH3:3])[CH3:2].C(=O)([O-])[O-].[K+].[K+].[C:21]([O:25][CH3:26])(=[O:24])[CH:22]=[CH2:23].Cl. Given the product [CH3:26][O:25][C:21](=[O:24])[CH2:22][CH2:23][N:8]1[C:7]2[CH:11]=[CH:12][CH:13]=[CH:14][C:6]=2[S:5][CH:4]([CH:1]([CH3:3])[CH3:2])[C:9]1=[O:10], predict the reactants needed to synthesize it.